Dataset: Forward reaction prediction with 1.9M reactions from USPTO patents (1976-2016). Task: Predict the product of the given reaction. (1) Given the reactants [NH2:1][CH:2]([C:11]1[C:16]([O:17][CH3:18])=[CH:15][CH:14]=[CH:13][C:12]=1[O:19][CH3:20])[CH2:3][CH2:4][CH2:5][CH2:6][C:7]([O:9]C)=O.[N:21]1[C:30]2[C:25](=[CH:26][CH:27]=[CH:28][CH:29]=2)[CH:24]=[C:23]([CH:31]=O)[CH:22]=1, predict the reaction product. The product is: [CH3:20][O:19][C:12]1[CH:13]=[CH:14][CH:15]=[C:16]([O:17][CH3:18])[C:11]=1[CH:2]1[N:1]([CH2:31][C:23]2[CH:22]=[N:21][C:30]3[C:25]([CH:24]=2)=[CH:26][CH:27]=[CH:28][CH:29]=3)[C:7](=[O:9])[CH2:6][CH2:5][CH2:4][CH2:3]1. (2) Given the reactants [F:1][CH:2]([F:12])[O:3][C:4]1[CH:11]=[CH:10][C:7]([CH:8]=O)=[CH:6][CH:5]=1.C(O)(=O)[CH2:14][C:15]([OH:17])=[O:16], predict the reaction product. The product is: [F:1][CH:2]([F:12])[O:3][C:4]1[CH:11]=[CH:10][C:7]([CH:8]=[CH:14][C:15]([OH:17])=[O:16])=[CH:6][CH:5]=1. (3) Given the reactants [CH3:1][O:2][C:3]([C:5]1[C:15]2[O:14][CH2:13][CH2:12][CH2:11][O:10][C:9]=2[C:8]([N+:16]([O-])=O)=[CH:7][CH:6]=1)=[O:4].C1COCC1.CO, predict the reaction product. The product is: [CH3:1][O:2][C:3]([C:5]1[C:15]2[O:14][CH2:13][CH2:12][CH2:11][O:10][C:9]=2[C:8]([NH2:16])=[CH:7][CH:6]=1)=[O:4]. (4) Given the reactants [N+:1]([C:4]1[C:5]([OH:14])=[N:6][CH:7]=[C:8]([C:10]([F:13])([F:12])[F:11])[CH:9]=1)([O-:3])=[O:2].[C:15](=O)([O-])[O-].[K+].[K+].IC, predict the reaction product. The product is: [CH3:15][N:6]1[CH:7]=[C:8]([C:10]([F:13])([F:11])[F:12])[CH:9]=[C:4]([N+:1]([O-:3])=[O:2])[C:5]1=[O:14]. (5) Given the reactants [Br:1][C:2]1[C:3](F)=[C:4]2[C:10]([NH:11][C:12](=[O:20])[C:13]3[CH:18]=[CH:17][CH:16]=[C:15]([CH3:19])[CH:14]=3)=[CH:9][NH:8][C:5]2=[N:6][CH:7]=1.[NH:22]1[CH2:27][CH2:26][CH2:25][C@@H:24]([NH:28][C:29](=[O:35])[O:30][C:31]([CH3:34])([CH3:33])[CH3:32])[CH2:23]1, predict the reaction product. The product is: [Br:1][C:2]1[C:3]([N:22]2[CH2:27][CH2:26][CH2:25][C@@H:24]([NH:28][C:29](=[O:35])[O:30][C:31]([CH3:33])([CH3:32])[CH3:34])[CH2:23]2)=[C:4]2[C:10]([NH:11][C:12](=[O:20])[C:13]3[CH:18]=[CH:17][CH:16]=[C:15]([CH3:19])[CH:14]=3)=[CH:9][NH:8][C:5]2=[N:6][CH:7]=1. (6) Given the reactants [C:1]([NH:4][C:5]1[CH:10]=[CH:9][NH:8][C:7](=[O:11])[N:6]=1)(=[O:3])[CH3:2].C[Si](C)(C)N[Si](C)(C)C.C[Si](C)(C)Cl.ClC(Cl)C.C(O[CH:34]1[O:38][C@@H:37]([C:39]([O:41][CH:42]2[CH2:47][C@H:46]([CH3:48])[CH2:45][CH2:44][C@H:43]2[CH:49]([CH3:51])[CH3:50])=[O:40])[S:36][CH2:35]1)(=O)C, predict the reaction product. The product is: [C:1]([NH:4][C:5]1[CH:10]=[CH:9][N:8]([C@H:34]2[O:38][C@@H:37]([C:39]([O:41][C@@H:42]3[CH2:47][C@H:46]([CH3:48])[CH2:45][CH2:44][C@H:43]3[CH:49]([CH3:51])[CH3:50])=[O:40])[S:36][CH2:35]2)[C:7](=[O:11])[N:6]=1)(=[O:3])[CH3:2]. (7) Given the reactants N(OC(C)(C)C)=O.[NH2:8][C:9]1[CH:10]=[C:11]2[C:15](=[CH:16][CH:17]=1)[NH:14][N:13]=[CH:12]2.C[Si]([N:22]=[N+:23]=[N-])(C)C, predict the reaction product. The product is: [N:8]([C:9]1[CH:10]=[C:11]2[C:15](=[CH:16][CH:17]=1)[NH:14][N:13]=[CH:12]2)=[N+:22]=[N-:23].